Dataset: Full USPTO retrosynthesis dataset with 1.9M reactions from patents (1976-2016). Task: Predict the reactants needed to synthesize the given product. Given the product [F:16][C:15]1[C:7]2[C:6]3[NH:30][N:2]=[CH:4][C:5]=3[CH2:11][CH2:10][CH2:9][C:8]=2[CH:12]=[C:13]([N:17]2[CH2:21][C@H:20]([CH2:22][NH:23][C:24](=[O:26])[CH3:25])[O:19][C:18]2=[O:27])[CH:14]=1, predict the reactants needed to synthesize it. The reactants are: C[N:2]([CH:4]=[C:5]1[CH2:11][CH2:10][CH2:9][C:8]2[CH:12]=[C:13]([N:17]3[CH2:21][C@H:20]([CH2:22][NH:23][C:24](=[O:26])[CH3:25])[O:19][C:18]3=[O:27])[CH:14]=[C:15]([F:16])[C:7]=2[C:6]1=O)C.O.[NH2:30]N.